The task is: Predict the reactants needed to synthesize the given product.. This data is from Full USPTO retrosynthesis dataset with 1.9M reactions from patents (1976-2016). (1) Given the product [CH3:31][O:30][C:27]1[CH:28]=[CH:29][C:24]([CH:23]=[CH:9][C:8](=[O:16])[CH2:7][CH:4]2[CH2:3][CH2:2][O:1][CH2:6][CH2:5]2)=[CH:25][CH:26]=1, predict the reactants needed to synthesize it. The reactants are: [O:1]1[CH2:6][CH2:5][CH:4]([CH2:7][C:8](=[O:16])[CH2:9]P(=O)(OC)OC)[CH2:3][CH2:2]1.C(=O)([O-])[O-].[K+].[K+].[CH:23](=O)[C:24]1[CH:29]=[CH:28][C:27]([O:30][CH3:31])=[CH:26][CH:25]=1. (2) Given the product [CH:1]1([CH2:6][C:7]2[N:15]([C:18]3[CH:19]=[CH:20][C:21]([C:22]([NH:24][CH2:25][CH3:26])=[O:23])=[CH:27][CH:28]=3)[N:16]=[N:17][C:8]=2[C:9]([OH:11])=[O:10])[CH2:2][CH2:3][CH2:4][CH2:5]1, predict the reactants needed to synthesize it. The reactants are: [CH:1]1([CH2:6][C:7](=O)[CH2:8][C:9]([O:11]CC)=[O:10])[CH2:5][CH2:4][CH2:3][CH2:2]1.[N:15]([C:18]1[CH:28]=[CH:27][C:21]([C:22]([NH:24][CH2:25][CH3:26])=[O:23])=[CH:20][CH:19]=1)=[N+:16]=[N-:17].[O-]CC.[Na+].O. (3) Given the product [CH2:12]([O:14][C:15](=[O:25])/[CH:16]=[CH:35]/[CH2:34][CH2:33][CH2:32][CH2:31][CH2:30][C:29]([F:28])([F:41])[C:37]([F:38])([F:39])[F:40])[CH3:13], predict the reactants needed to synthesize it. The reactants are: N12CCCN=C1CCCCC2.[CH2:12]([O:14][C:15](=[O:25])[CH2:16]P(OCC)(OCC)=O)[CH3:13].[Cl-].[Li+].[F:28][C:29]([F:41])([C:37]([F:40])([F:39])[F:38])[CH2:30][CH2:31][CH2:32][CH2:33][CH2:34][CH:35]=O. (4) Given the product [Cl:1][C:2]1[CH:3]=[CH:4][C:5]([C:28]#[N:29])=[C:6]([C:8]2[C:13]([O:14][CH3:15])=[CH:12][N:11]([CH:16]([CH2:20][CH:21]([CH3:26])[C:22]([F:24])([F:25])[F:23])[C:17]([NH:30][C:31]3[CH:43]=[CH:42][C:34]([C:35]([O:37][C:38]([CH3:39])([CH3:40])[CH3:41])=[O:36])=[CH:33][CH:32]=3)=[O:18])[C:10](=[O:27])[CH:9]=2)[CH:7]=1, predict the reactants needed to synthesize it. The reactants are: [Cl:1][C:2]1[CH:3]=[CH:4][C:5]([C:28]#[N:29])=[C:6]([C:8]2[C:13]([O:14][CH3:15])=[CH:12][N:11]([CH:16]([CH2:20][CH:21]([CH3:26])[C:22]([F:25])([F:24])[F:23])[C:17](O)=[O:18])[C:10](=[O:27])[CH:9]=2)[CH:7]=1.[NH2:30][C:31]1[CH:43]=[CH:42][C:34]([C:35]([O:37][C:38]([CH3:41])([CH3:40])[CH3:39])=[O:36])=[CH:33][CH:32]=1. (5) Given the product [CH3:3][O:2][NH:4][C:11](=[O:22])[O:12][C:13]1[CH:14]=[CH:15][C:16]([N+:19]([O-:21])=[O:20])=[CH:17][CH:18]=1, predict the reactants needed to synthesize it. The reactants are: Cl.[O:2]([NH2:4])[CH3:3].N1C=CC=CC=1.[C:11](Cl)(=[O:22])[O:12][C:13]1[CH:18]=[CH:17][C:16]([N+:19]([O-:21])=[O:20])=[CH:15][CH:14]=1. (6) Given the product [Cl:1][C:2]1[CH:3]=[CH:4][C:5]([S:8]([CH:11]([C:20]2[CH:25]=[C:24]([F:26])[CH:23]=[CH:22][C:21]=2[F:27])[CH2:12][CH2:13][N:14]([CH3:31])[C:15](=[O:19])[O:16][CH2:17][CH3:18])(=[O:10])=[O:9])=[CH:6][CH:7]=1, predict the reactants needed to synthesize it. The reactants are: [Cl:1][C:2]1[CH:7]=[CH:6][C:5]([S:8]([CH:11]([C:20]2[CH:25]=[C:24]([F:26])[CH:23]=[CH:22][C:21]=2[F:27])[CH2:12][CH2:13][NH:14][C:15](=[O:19])[O:16][CH2:17][CH3:18])(=[O:10])=[O:9])=[CH:4][CH:3]=1.[H-].[Na+].I[CH3:31].O. (7) Given the product [OH:1][CH:2]([CH2:28][N:29]1[CH2:34][CH2:33][CH2:32][CH2:31][CH2:30]1)[CH2:3][O:4][C:5]1[CH:14]=[C:13]2[C:8]([C:9]([O:15][C:16]3[CH:17]=[C:18]4[C:22](=[CH:23][CH:24]=3)[NH:21][C:20]([CH3:25])=[CH:19]4)=[N:10][CH:11]=[N:12]2)=[CH:7][C:6]=1[O:26][CH3:27], predict the reactants needed to synthesize it. The reactants are: [O:1]1[CH2:28][CH:2]1[CH2:3][O:4][C:5]1[CH:14]=[C:13]2[C:8]([C:9]([O:15][C:16]3[CH:17]=[C:18]4[C:22](=[CH:23][CH:24]=3)[NH:21][C:20]([CH3:25])=[CH:19]4)=[N:10][CH:11]=[N:12]2)=[CH:7][C:6]=1[O:26][CH3:27].[NH:29]1[CH2:34][CH2:33][CH2:32][CH2:31][CH2:30]1.